Dataset: Forward reaction prediction with 1.9M reactions from USPTO patents (1976-2016). Task: Predict the product of the given reaction. (1) Given the reactants CC1C(C2C3C(=CC(F)=CC=3)N(S(C3C=CC=CC=3)(=O)=O)C=2)=C(C)NN=1.[F:27][C:28]1[CH:36]=[C:35]2[C:31]([C:32]([C:37]3[CH:38]=[N:39][N:40]([CH:42]4[CH2:47][CH2:46][N:45]([C:48](=[O:61])[C@H:49]([NH:53]C(=O)OC(C)(C)C)[CH:50]([CH3:52])[CH3:51])[CH2:44][CH2:43]4)[CH:41]=3)=[CH:33][NH:34]2)=[CH:30][CH:29]=1, predict the reaction product. The product is: [NH2:53][C@H:49]([CH:50]([CH3:52])[CH3:51])[C:48]([N:45]1[CH2:46][CH2:47][CH:42]([N:40]2[CH:41]=[C:37]([C:32]3[C:31]4[C:35](=[CH:36][C:28]([F:27])=[CH:29][CH:30]=4)[NH:34][CH:33]=3)[CH:38]=[N:39]2)[CH2:43][CH2:44]1)=[O:61]. (2) Given the reactants [C:1]([C:5]1[N:6]=[C:7]([NH:10][C:11]([C:13]2[CH:60]=[CH:59][N:16]3[C:17](=[O:58])[C:18](/[CH:42]=[CH:43]/[C:44]4[N:48](CC5C=CC(OC)=CC=5)[N:47]=[N:46][N:45]=4)=[C:19]([N:21]4[CH2:26][CH2:25][CH2:24][C@@H:23]([O:27][C:28]([NH:30][CH2:31][C:32]5[CH:37]=[CH:36][CH:35]=[CH:34][N+:33]=5[CH2:38][C:39]([O-:41])=[O:40])=[O:29])[CH2:22]4)[N:20]=[C:15]3[CH:14]=2)=[O:12])[S:8][CH:9]=1)([CH3:4])([CH3:3])[CH3:2].C1(OC)C=CC=CC=1.[F:69][C:70]([F:75])([F:74])[C:71]([OH:73])=[O:72], predict the reaction product. The product is: [F:69][C:70]([F:75])([F:74])[C:71]([OH:73])=[O:72].[C:1]([C:5]1[N:6]=[C:7]([NH:10][C:11]([C:13]2[CH:60]=[CH:59][N:16]3[C:17](=[O:58])[C:18](/[CH:42]=[CH:43]/[C:44]4[NH:48][N:47]=[N:46][N:45]=4)=[C:19]([N:21]4[CH2:26][CH2:25][CH2:24][C@@H:23]([O:27][C:28]([NH:30][CH2:31][C:32]5[CH:37]=[CH:36][CH:35]=[CH:34][N+:33]=5[CH2:38][C:39]([O-:41])=[O:40])=[O:29])[CH2:22]4)[N:20]=[C:15]3[CH:14]=2)=[O:12])[S:8][CH:9]=1)([CH3:4])([CH3:2])[CH3:3]. (3) The product is: [Si:1]([O:8][CH:9]([CH:15]1[CH2:16][C:17]2[C:22](=[CH:21][CH:20]=[CH:19][CH:18]=2)[CH2:23]1)[C:10]1[O:11][C:12]([Sn:29]([CH2:34][CH2:35][CH2:36][CH3:37])([CH2:38][CH2:39][CH2:40][CH3:41])[CH2:30][CH2:31][CH2:32][CH3:33])=[CH:13][N:14]=1)([C:4]([CH3:7])([CH3:5])[CH3:6])([CH3:3])[CH3:2]. Given the reactants [Si:1]([O:8][CH:9]([CH:15]1[CH2:23][C:22]2[C:17](=[CH:18][CH:19]=[CH:20][CH:21]=2)[CH2:16]1)[C:10]1[O:11][CH:12]=[CH:13][N:14]=1)([C:4]([CH3:7])([CH3:6])[CH3:5])([CH3:3])[CH3:2].[Li]CCCC.[Sn:29](Cl)([CH2:38][CH2:39][CH2:40][CH3:41])([CH2:34][CH2:35][CH2:36][CH3:37])[CH2:30][CH2:31][CH2:32][CH3:33], predict the reaction product. (4) Given the reactants [CH3:1][C:2]1([CH3:21])[NH:6][C:5](=[O:7])[N:4]([C:8]([C:10]2[C:19]3[C:14](=[CH:15][CH:16]=[CH:17][CH:18]=3)[CH:13]=[CH:12][CH:11]=2)=[O:9])[C:3]1=[O:20].[H-].[Na+].[CH3:24][C:25]1[CH:30]=[CH:29][C:28]([C:31]([CH2:33]Br)=[O:32])=[CH:27][CH:26]=1.C(OCC)(=O)C, predict the reaction product. The product is: [CH3:1][C:2]1([CH3:21])[N:6]([CH2:33][C:31](=[O:32])[C:28]2[CH:29]=[CH:30][C:25]([CH3:24])=[CH:26][CH:27]=2)[C:5](=[O:7])[N:4]([C:8]([C:10]2[C:19]3[C:14](=[CH:15][CH:16]=[CH:17][CH:18]=3)[CH:13]=[CH:12][CH:11]=2)=[O:9])[C:3]1=[O:20]. (5) Given the reactants [N+:1]([C:4]1[CH:9]=[CH:8][CH:7]=[CH:6][C:5]=1[C:10]1[CH:15]=[N:14][C:13]([N:16]2[CH:20]=[CH:19][C:18]([C:21]([F:24])([F:23])[F:22])=[N:17]2)=[CH:12][N:11]=1)([O-])=O, predict the reaction product. The product is: [F:24][C:21]([F:22])([F:23])[C:18]1[CH:19]=[CH:20][N:16]([C:13]2[N:14]=[CH:15][C:10]([C:5]3[CH:6]=[CH:7][CH:8]=[CH:9][C:4]=3[NH2:1])=[N:11][CH:12]=2)[N:17]=1. (6) Given the reactants Cl[C:2]1[N:7]=[CH:6][N:5]=[C:4]2[C:8]3[C:9](=[N:11][C:12]([N:21]4[CH2:26][CH2:25][O:24][CH2:23][CH2:22]4)=[C:13]4[CH2:18][O:17][C:16]([CH3:20])([CH3:19])[CH2:15][C:14]=34)[O:10][C:3]=12.[N:27]1([CH2:33][CH2:34][NH2:35])[CH2:32][CH2:31][O:30][CH2:29][CH2:28]1, predict the reaction product. The product is: [CH3:19][C:16]1([CH3:20])[O:17][CH2:18][C:13]2=[C:12]([N:21]3[CH2:26][CH2:25][O:24][CH2:23][CH2:22]3)[N:11]=[C:9]3[O:10][C:3]4[C:4](=[N:5][CH:6]=[N:7][C:2]=4[NH:35][CH2:34][CH2:33][N:27]4[CH2:32][CH2:31][O:30][CH2:29][CH2:28]4)[C:8]3=[C:14]2[CH2:15]1. (7) Given the reactants ClC(Cl)C.[CH:5]([C:7]1[C:16]([CH3:17])=[C:15]2[C:10]([CH2:11][CH2:12][CH2:13][N:14]2[C:18]([O:20][C:21]([CH3:24])([CH3:23])[CH3:22])=[O:19])=[CH:9][CH:8]=1)=O.[NH2:25][C:26]1[CH:31]=[CH:30][C:29]([CH2:32][CH2:33][C:34]([O:36][CH2:37][CH3:38])=[O:35])=[C:28]([F:39])[CH:27]=1.C(O[BH-](OC(=O)C)OC(=O)C)(=O)C.[Na+], predict the reaction product. The product is: [CH2:37]([O:36][C:34](=[O:35])[CH2:33][CH2:32][C:29]1[CH:30]=[CH:31][C:26]([NH:25][CH2:5][C:7]2[C:16]([CH3:17])=[C:15]3[C:10]([CH2:11][CH2:12][CH2:13][N:14]3[C:18]([O:20][C:21]([CH3:24])([CH3:23])[CH3:22])=[O:19])=[CH:9][CH:8]=2)=[CH:27][C:28]=1[F:39])[CH3:38]. (8) Given the reactants [C:1]([C:5]1[O:9][C:8](=[NH:10])[N:7]([CH2:11][C@H:12]2[CH2:16][CH2:15][CH2:14][O:13]2)[CH:6]=1)([CH3:4])([CH3:3])[CH3:2].CCN=C=NCCCN(C)C.Cl.ON1C2C=CC=CC=2N=N1.C(N(CC)CC)C.[CH3:46][O:47][C:48]1[CH:56]=[CH:55][C:54]([C:57]([F:60])([F:59])[F:58])=[CH:53][C:49]=1[C:50](O)=[O:51], predict the reaction product. The product is: [C:1]([C:5]1[O:9]/[C:8](=[N:10]\[C:50](=[O:51])[C:49]2[CH:53]=[C:54]([C:57]([F:59])([F:60])[F:58])[CH:55]=[CH:56][C:48]=2[O:47][CH3:46])/[N:7]([CH2:11][C@H:12]2[CH2:16][CH2:15][CH2:14][O:13]2)[CH:6]=1)([CH3:4])([CH3:2])[CH3:3]. (9) The product is: [OH:17][C:10]1[CH:9]=[C:8]2[C:13]([C:4]([CH:1]([CH3:2])[CH3:3])=[CH:5][C:6]([CH3:20])([CH3:19])[O:7]2)=[CH:12][C:11]=1[C:14](=[O:16])[CH3:15]. Given the reactants [CH:1]([C:4]1[C:13]2[C:8](=[CH:9][C:10]([O:17]C)=[C:11]([C:14](=[O:16])[CH3:15])[CH:12]=2)[O:7][C:6]([CH3:20])([CH3:19])[CH:5]=1)([CH3:3])[CH3:2].B(Br)(Br)Br, predict the reaction product. (10) Given the reactants O[Li].[OH2:3].[OH2:4].C(OC(C1([CH:17]([C:29]2([C:34]([O:36]CCCC)=[O:35])[CH2:33][CH2:32][CH2:31][CH2:30]2)[CH2:18][CH2:19][CH2:20][CH2:21][C:22](=[O:28])[CH2:23][CH2:24][CH2:25][CH2:26][CH3:27])CCCC1)=O)CCC, predict the reaction product. The product is: [C:17]([C:29]1([CH2:27][CH2:26][CH2:25][CH2:24][CH2:23][C:22](=[O:28])[CH2:21][CH2:20][CH2:19][CH2:18][CH2:17][C:29]2([C:34]([OH:36])=[O:35])[CH2:30][CH2:31][CH2:32][CH2:33]2)[CH2:33][CH2:32][CH2:31][CH2:30]1)([OH:4])=[O:3].